Dataset: Forward reaction prediction with 1.9M reactions from USPTO patents (1976-2016). Task: Predict the product of the given reaction. (1) Given the reactants N1C=C(C)C(=O)N[C:2]1=O.[NH2:10][C:11]1[CH:16]=[CH:15][N:14]([C@H:17]2[C@H:24]3[C@H:20]([O:21][C:22]([CH3:26])([CH3:25])[O:23]3)[C@@H:19]([CH2:27][OH:28])[S:18]2)[C:13](=[O:29])[N:12]=1, predict the reaction product. The product is: [NH2:10][C:11]1[C:16]([CH3:2])=[CH:15][N:14]([C@H:17]2[C@H:24]3[C@H:20]([O:21][C:22]([CH3:26])([CH3:25])[O:23]3)[C@@H:19]([CH2:27][OH:28])[S:18]2)[C:13](=[O:29])[N:12]=1. (2) Given the reactants Br[C:2]1[C:3]2[CH2:10][CH2:9][CH:8]([NH:11][C:12](=[O:15])[CH2:13][CH3:14])[C:4]=2[CH:5]=[N:6][CH:7]=1.[Cl:16][C:17]1[CH:22]=[CH:21][C:20](B(O)O)=[CH:19][C:18]=1[F:26], predict the reaction product. The product is: [Cl:16][C:17]1[CH:22]=[CH:21][C:20]([C:2]2[C:3]3[CH2:10][CH2:9][CH:8]([NH:11][C:12](=[O:15])[CH2:13][CH3:14])[C:4]=3[CH:5]=[N:6][CH:7]=2)=[CH:19][C:18]=1[F:26]. (3) Given the reactants [Cl:1][C:2]1[CH:7]=[C:6]([Cl:8])[CH:5]=[CH:4][C:3]=1[C:9]1[N:10]=[C:11](/[CH:18]=[CH:19]/[C:20]2[CH:25]=[CH:24][C:23]([O:26][CH3:27])=[CH:22][CH:21]=2)[N:12]([CH2:14][C:15]([OH:17])=O)[CH:13]=1.[C:28]1([C@@H:38]([NH2:40])[CH3:39])[C:37]2[C:32](=[CH:33][CH:34]=[CH:35][CH:36]=2)[CH:31]=[CH:30][CH:29]=1, predict the reaction product. The product is: [Cl:1][C:2]1[CH:7]=[C:6]([Cl:8])[CH:5]=[CH:4][C:3]=1[C:9]1[N:10]=[C:11](/[CH:18]=[CH:19]/[C:20]2[CH:21]=[CH:22][C:23]([O:26][CH3:27])=[CH:24][CH:25]=2)[N:12]([CH2:14][C:15]([NH:40][CH:38]([C:28]2[C:37]3[C:32](=[CH:33][CH:34]=[CH:35][CH:36]=3)[CH:31]=[CH:30][CH:29]=2)[CH3:39])=[O:17])[CH:13]=1. (4) Given the reactants [CH:1]1([S:4]([C:7]2[CH:12]=[CH:11][C:10]([CH:13]([C:21]3[NH:25][C:24]([C:26]4[N:31]=[CH:30][C:29]([O:32][CH2:33][C:34](=[O:36])[CH3:35])=[CH:28][CH:27]=4)=[CH:23][CH:22]=3)[CH2:14][CH:15]3[CH2:20][CH2:19][O:18][CH2:17][CH2:16]3)=[CH:9][CH:8]=2)(=[O:6])=[O:5])[CH2:3][CH2:2]1.O1CCCC1.[BH4-].[Na+].[Cl-].[NH4+], predict the reaction product. The product is: [CH:1]1([S:4]([C:7]2[CH:12]=[CH:11][C:10]([CH:13]([C:21]3[NH:25][C:24]([C:26]4[N:31]=[CH:30][C:29]([O:32][CH2:33][CH:34]([OH:36])[CH3:35])=[CH:28][CH:27]=4)=[CH:23][CH:22]=3)[CH2:14][CH:15]3[CH2:16][CH2:17][O:18][CH2:19][CH2:20]3)=[CH:9][CH:8]=2)(=[O:6])=[O:5])[CH2:3][CH2:2]1. (5) Given the reactants [CH2:1]([N:5]([CH2:56][CH2:57][CH2:58][CH3:59])[C:6]([C:8]1[CH:12]=[C:11]([CH3:13])[N:10]([C:14]2[CH:19]=[CH:18][C:17]([N:20]3[CH2:25][CH2:24][N:23]([CH2:26][C:27]4[CH:32]=[CH:31][C:30]([Cl:33])=[CH:29][CH:28]=4)[C:22](=[O:34])[CH2:21]3)=[CH:16][C:15]=2[C:35]([N:37]2[C@H:46]([CH2:47][O:48][Si](C(C)(C)C)(C)C)[CH2:45][C:44]3[C:39](=[CH:40][CH:41]=[CH:42][CH:43]=3)[CH2:38]2)=[O:36])[N:9]=1)=[O:7])[CH2:2][CH2:3][CH3:4].Cl.C([O-])(O)=O.[Na+], predict the reaction product. The product is: [CH2:56]([N:5]([CH2:1][CH2:2][CH2:3][CH3:4])[C:6]([C:8]1[CH:12]=[C:11]([CH3:13])[N:10]([C:14]2[CH:19]=[CH:18][C:17]([N:20]3[CH2:25][CH2:24][N:23]([CH2:26][C:27]4[CH:32]=[CH:31][C:30]([Cl:33])=[CH:29][CH:28]=4)[C:22](=[O:34])[CH2:21]3)=[CH:16][C:15]=2[C:35]([N:37]2[C@H:46]([CH2:47][OH:48])[CH2:45][C:44]3[C:39](=[CH:40][CH:41]=[CH:42][CH:43]=3)[CH2:38]2)=[O:36])[N:9]=1)=[O:7])[CH2:57][CH2:58][CH3:59]. (6) Given the reactants [N:1]([C:4]1[C:5]([Cl:23])=[C:6]2[CH:12]=[CH:11][N:10]([Si:13]([CH:20]([CH3:22])[CH3:21])([CH:17]([CH3:19])[CH3:18])[CH:14]([CH3:16])[CH3:15])[C:7]2=[N:8][CH:9]=1)=[N+]=[N-].[H][H], predict the reaction product. The product is: [Cl:23][C:5]1[C:4]([NH2:1])=[CH:9][N:8]=[C:7]2[N:10]([Si:13]([CH:17]([CH3:19])[CH3:18])([CH:20]([CH3:22])[CH3:21])[CH:14]([CH3:15])[CH3:16])[CH:11]=[CH:12][C:6]=12. (7) The product is: [F:21][C:22]1[CH:27]=[CH:26][C:25]([CH2:28][N:6]2[C:7]3[C:12](=[CH:11][CH:10]=[CH:9][CH:8]=3)[C:13](=[O:14])[C:4]([C:1](=[O:3])[CH3:2])=[CH:5]2)=[CH:24][CH:23]=1. Given the reactants [C:1]([C:4]1[C:13](=[O:14])[C:12]2[C:7](=[CH:8][CH:9]=[CH:10][CH:11]=2)[NH:6][CH:5]=1)(=[O:3])[CH3:2].C([O-])([O-])=O.[K+].[K+].[F:21][C:22]1[CH:27]=[CH:26][C:25]([CH2:28]Br)=[CH:24][CH:23]=1.O, predict the reaction product. (8) Given the reactants FC(F)(F)C(O)=O.C(OC([N:15]1[CH2:20][CH2:19][O:18][C@H:17]([C:21]2[CH:26]=[CH:25][C:24]([NH:27][C:28]([NH:30][C:31]3[CH:36]=[CH:35][CH:34]=[C:33]([C:37]#[N:38])[CH:32]=3)=[O:29])=[C:23]([F:39])[CH:22]=2)[CH2:16]1)=O)(C)(C)C.[OH-].[Na+], predict the reaction product. The product is: [C:37]([C:33]1[CH:32]=[C:31]([NH:30][C:28]([NH:27][C:24]2[CH:25]=[CH:26][C:21]([C@H:17]3[O:18][CH2:19][CH2:20][NH:15][CH2:16]3)=[CH:22][C:23]=2[F:39])=[O:29])[CH:36]=[CH:35][CH:34]=1)#[N:38]. (9) Given the reactants [C:1]([C:3]1[CH:8]=[CH:7][C:6]([CH:9]2[CH2:14][CH2:13][N:12](C(OC(C)(C)C)=O)[CH2:11][CH2:10]2)=[CH:5][CH:4]=1)#[CH:2].[ClH:22], predict the reaction product. The product is: [ClH:22].[C:1]([C:3]1[CH:8]=[CH:7][C:6]([CH:9]2[CH2:10][CH2:11][NH:12][CH2:13][CH2:14]2)=[CH:5][CH:4]=1)#[CH:2]. (10) Given the reactants [Br:1]C1CC(=O)NC1=O.[O:9]=[C:10]1[C:22]2[C:21]3[CH:20]=[CH:19][C:18]([C:23]([O:25][CH3:26])=[O:24])=[CH:17][C:16]=3[NH:15][C:14]=2[CH:13]=[CH:12][NH:11]1, predict the reaction product. The product is: [CH3:26][O:25][C:23]([C:18]1[CH:19]=[CH:20][C:21]2[C:22]3[C:10](=[O:9])[NH:11][CH:12]=[C:13]([Br:1])[C:14]=3[NH:15][C:16]=2[CH:17]=1)=[O:24].